This data is from Forward reaction prediction with 1.9M reactions from USPTO patents (1976-2016). The task is: Predict the product of the given reaction. (1) The product is: [NH:25]1[CH2:26][CH2:27][C@@H:23]([O:17][N:16]=[C:3]([C:10]2[CH:11]=[CH:12][CH:13]=[CH:14][CH:15]=2)[C:4]2[CH:9]=[CH:8][CH:7]=[CH:6][CH:5]=2)[CH2:24]1. Given the reactants [OH-].[K+].[C:3](=[N:16][OH:17])([C:10]1[CH:15]=[CH:14][CH:13]=[CH:12][CH:11]=1)[C:4]1[CH:9]=[CH:8][CH:7]=[CH:6][CH:5]=1.CS(O[C@H:23]1[CH2:27][CH2:26][N:25](C(OC(C)(C)C)=O)[CH2:24]1)(=O)=O.O, predict the reaction product. (2) Given the reactants Br[C:2]1[CH:9]=[CH:8][C:5]([C:6]#[N:7])=[CH:4][N:3]=1.[CH2:10]([Sn:14]([CH2:32][CH2:33][CH2:34][CH3:35])([CH2:28][CH2:29][CH2:30][CH3:31])[Sn:14]([CH2:28][CH2:29][CH2:30][CH3:31])([CH2:32][CH2:33][CH2:34][CH3:35])[CH2:10][CH2:11][CH2:12][CH3:13])[CH2:11][CH2:12][CH3:13], predict the reaction product. The product is: [CH2:32]([Sn:14]([CH2:10][CH2:11][CH2:12][CH3:13])([CH2:28][CH2:29][CH2:30][CH3:31])[C:2]1[CH:9]=[CH:8][C:5]([C:6]#[N:7])=[CH:4][N:3]=1)[CH2:33][CH2:34][CH3:35]. (3) The product is: [N+:1]([C:14]1[CH:13]=[CH:12][CH:11]=[C:10]2[C:15]=1[O:6][CH2:7][CH2:8][C:9]2=[O:16])([O-:4])=[O:2]. Given the reactants [N+:1]([O-:4])([O-])=[O:2].[K+].[O:6]1[C:15]2[C:10](=[CH:11][CH:12]=[CH:13][CH:14]=2)[C:9](=[O:16])[CH2:8][CH2:7]1, predict the reaction product. (4) Given the reactants [S:1]1[CH:5]=[C:4]([CH:6]=O)[C:3]2[CH:8]=[CH:9][CH:10]=[CH:11][C:2]1=2.[CH3:12][O:13][C:14]1[CH:15]=[C:16]([CH:20]=[CH:21][C:22]=1[O:23][CH3:24])[CH2:17][C:18]#[N:19], predict the reaction product. The product is: [S:1]1[CH:5]=[C:4](/[CH:6]=[C:17](/[C:16]2[CH:20]=[CH:21][C:22]([O:23][CH3:24])=[C:14]([O:13][CH3:12])[CH:15]=2)\[C:18]#[N:19])[C:3]2[CH:8]=[CH:9][CH:10]=[CH:11][C:2]1=2. (5) Given the reactants [Si](OC1C=C([C:17]2[NH:18][C:19]3[C:24]([CH:25]=2)=[CH:23][CH:22]=[C:21](OC)[CH:20]=3)C=CC=1OC)(C(C)(C)C)(C)C.CO[C:30]1[CH:31]=[C:32]([CH:36]=[C:37](OC)[C:38]=1OC)[C:33](Cl)=[O:34], predict the reaction product. The product is: [C:33]([C:17]1[NH:18][C:19]2[C:24]([CH:25]=1)=[CH:23][CH:22]=[CH:21][CH:20]=2)(=[O:34])[C:32]1[CH:36]=[CH:37][CH:38]=[CH:30][CH:31]=1.